From a dataset of Catalyst prediction with 721,799 reactions and 888 catalyst types from USPTO. Predict which catalyst facilitates the given reaction. (1) Reactant: C(OC([N:8]1[CH2:11][CH:10]([C:12]([N:14]2[CH2:18][C@H:17]([C:19]3[CH:24]=[CH:23][C:22]([Cl:25])=[C:21]([Cl:26])[CH:20]=3)[C@@H:16]([C@@H:27]([O:29][C:30]3[CH:35]=[CH:34][C:33]([C:36]#[N:37])=[CH:32][N:31]=3)[CH3:28])[CH2:15]2)=[O:13])[CH2:9]1)=O)(C)(C)C.C(O)(C(F)(F)F)=O. Product: [NH:8]1[CH2:9][CH:10]([C:12]([N:14]2[CH2:18][CH:17]([C:19]3[CH:24]=[CH:23][C:22]([Cl:25])=[C:21]([Cl:26])[CH:20]=3)[CH:16]([CH:27]([O:29][C:30]3[CH:35]=[CH:34][C:33]([C:36]#[N:37])=[CH:32][N:31]=3)[CH3:28])[CH2:15]2)=[O:13])[CH2:11]1. The catalyst class is: 2. (2) Reactant: [NH2:1][C:2]1[CH:7]=[CH:6][N:5]2[N:8]=[C:9]([C:21]3[CH:26]=[CH:25][CH:24]=[CH:23][CH:22]=3)[C:10]([C:11]3[CH:12]=[CH:13][C:14](=[O:20])[N:15]([CH:17]([CH3:19])[CH3:18])[N:16]=3)=[C:4]2[CH:3]=1.C=O.C[C:30]([OH:32])=O.[C:33](O[BH-](OC(=O)C)OC(=O)C)(=O)C.[Na+].C[CH2:48][O:49][C:50](C)=O. Product: [CH3:48][O:49][CH2:50][N:1]([CH2:33][O:32][CH3:30])[C:2]1[CH:7]=[CH:6][N:5]2[N:8]=[C:9]([C:21]3[CH:22]=[CH:23][CH:24]=[CH:25][CH:26]=3)[C:10]([C:11]3[CH:12]=[CH:13][C:14](=[O:20])[N:15]([CH:17]([CH3:19])[CH3:18])[N:16]=3)=[C:4]2[CH:3]=1. The catalyst class is: 61. (3) Reactant: [C:1]([O:5][C:6]([C:8]([S:11][C:12]1[S:13][CH:14]=[C:15]([C:17]([OH:19])=[O:18])[N:16]=1)([CH3:10])[CH3:9])=[O:7])([CH3:4])([CH3:3])[CH3:2].Cl.[CH2:21](N=C=NCCCN(C)C)C.CO. Product: [CH3:21][O:18][C:17]([C:15]1[N:16]=[C:12]([S:11][C:8]([C:6]([O:5][C:1]([CH3:2])([CH3:3])[CH3:4])=[O:7])([CH3:10])[CH3:9])[S:13][CH:14]=1)=[O:19]. The catalyst class is: 172. (4) Reactant: [NH:1]1[CH2:6][CH:5]([C:7]([O:9][CH3:10])=[O:8])[CH2:4][CH:3]([C:11]([O:13][CH3:14])=[O:12])[CH2:2]1.C([O-])([O-])=O.[K+].[K+].[CH2:21](Br)[C:22]1[CH:27]=[CH:26][CH:25]=[CH:24][CH:23]=1. Product: [CH2:21]([N:1]1[CH2:2][CH:3]([C:11]([O:13][CH3:14])=[O:12])[CH2:4][CH:5]([C:7]([O:9][CH3:10])=[O:8])[CH2:6]1)[C:22]1[CH:27]=[CH:26][CH:25]=[CH:24][CH:23]=1. The catalyst class is: 10. (5) Reactant: C([O:3][C:4]([C:6]1([NH:19][C:20]([C:22]2[C:31]3[CH2:30][CH2:29][CH2:28][CH2:27][C:26]=3[CH:25]=[CH:24][CH:23]=2)=[O:21])[CH2:14][C:13]2[C:8](=[CH:9][CH:10]=[C:11]([C:15]([F:18])([F:17])[F:16])[CH:12]=2)[CH2:7]1)=[O:5])C.[OH-].[K+].O. Product: [C:22]1([C:20]([NH:19][C:6]2([C:4]([OH:5])=[O:3])[CH2:14][C:13]3[C:8](=[CH:9][CH:10]=[C:11]([C:15]([F:18])([F:17])[F:16])[CH:12]=3)[CH2:7]2)=[O:21])[C:31]2[CH2:30][CH2:29][CH2:28][CH2:27][C:26]=2[CH:25]=[CH:24][CH:23]=1. The catalyst class is: 14. (6) Reactant: [CH2:1]([NH:3][C:4]1[CH:8]=[C:7]([C:9]2[CH:14]=[CH:13][N:12]=[CH:11][CH:10]=2)[S:6][C:5]=1[C:15]([NH2:17])=[O:16])[CH3:2].[C:18]1(=O)[CH2:22][CH2:21][CH2:20][CH2:19]1.O.C1(C)C=CC(S(O)(=O)=O)=CC=1.C(=O)([O-])O.[Na+]. Product: [CH2:1]([N:3]1[C:4]2[CH:8]=[C:7]([C:9]3[CH:14]=[CH:13][N:12]=[CH:11][CH:10]=3)[S:6][C:5]=2[C:15](=[O:16])[NH:17][C:18]21[CH2:22][CH2:21][CH2:20][CH2:19]2)[CH3:2]. The catalyst class is: 15. (7) Reactant: [CH3:1][N:2]1[C:6]2=[CH:7][CH:8]=[C:9]3[C:14]([N:13]=[C:12]([C:15]4[CH:16]=[C:17]([CH:20]=[CH:21][CH:22]=4)[CH2:18][NH2:19])[N:11]=[C:10]3[N:23]3[CH2:28][CH2:27][O:26][CH2:25][CH2:24]3)=[C:5]2[CH:4]=[CH:3]1.[C:29](Cl)(=[O:31])[CH3:30]. Product: [CH3:1][N:2]1[C:6]2=[CH:7][CH:8]=[C:9]3[C:14]([N:13]=[C:12]([C:15]4[CH:16]=[C:17]([CH:20]=[CH:21][CH:22]=4)[CH2:18][NH:19][C:29](=[O:31])[CH3:30])[N:11]=[C:10]3[N:23]3[CH2:28][CH2:27][O:26][CH2:25][CH2:24]3)=[C:5]2[CH:4]=[CH:3]1. The catalyst class is: 2.